This data is from Forward reaction prediction with 1.9M reactions from USPTO patents (1976-2016). The task is: Predict the product of the given reaction. Given the reactants [Br:1][C:2]1[C:6]2[S:7][C:8]([C:10]([OH:12])=O)=[CH:9][C:5]=2[S:4][CH:3]=1.C(C1NC=CN=1)(C1[NH:16]C=CN=1)=O.C(N(CC)CC)C, predict the reaction product. The product is: [Br:1][C:2]1[C:6]2[S:7][C:8]([C:10]([NH2:16])=[O:12])=[CH:9][C:5]=2[S:4][CH:3]=1.